Dataset: Forward reaction prediction with 1.9M reactions from USPTO patents (1976-2016). Task: Predict the product of the given reaction. (1) Given the reactants [NH:1]1[CH2:4][CH:3]([N:5]2[C:9]([C:10]3[CH:11]=[C:12]([C:34]4[CH:39]=[CH:38][CH:37]=[CH:36][C:35]=4[C:40]([F:43])([F:42])[F:41])[CH:13]=[CH:14][C:15]=3[O:16][C:17]3[C:22]([Cl:23])=[CH:21][C:20]([S:24]([NH:27][C:28]4[S:29][CH:30]=[N:31][N:32]=4)(=[O:26])=[O:25])=[C:19]([F:33])[CH:18]=3)=[CH:8][CH:7]=[N:6]2)[CH2:2]1.C=O.[C:46](O[BH-](OC(=O)C)OC(=O)C)(=O)C.[Na+], predict the reaction product. The product is: [Cl:23][C:22]1[C:17]([O:16][C:15]2[CH:14]=[CH:13][C:12]([C:34]3[CH:39]=[CH:38][CH:37]=[CH:36][C:35]=3[C:40]([F:42])([F:43])[F:41])=[CH:11][C:10]=2[C:9]2[N:5]([CH:3]3[CH2:2][N:1]([CH3:46])[CH2:4]3)[N:6]=[CH:7][CH:8]=2)=[CH:18][C:19]([F:33])=[C:20]([S:24]([NH:27][C:28]2[S:29][CH:30]=[N:31][N:32]=2)(=[O:26])=[O:25])[CH:21]=1. (2) The product is: [F:29][CH:2]([F:1])[C:3]([N:5]1[C@H:9]([CH2:10][F:11])[C@@H:8]([C:12]2[CH:17]=[CH:16][C:15]([C:31]3[CH:32]=[CH:33][C:34]([CH2:37][NH:38][C:39](=[O:45])[O:40][C:41]([CH3:43])([CH3:42])[CH3:44])=[N:35][CH:36]=3)=[CH:14][CH:13]=2)[O:7][C:6]1([CH3:28])[CH3:27])=[O:4]. Given the reactants [F:1][CH:2]([F:29])[C:3]([N:5]1[C@H:9]([CH2:10][F:11])[C@@H:8]([C:12]2[CH:17]=[CH:16][C:15](B3OC(C)(C)C(C)(C)O3)=[CH:14][CH:13]=2)[O:7][C:6]1([CH3:28])[CH3:27])=[O:4].Br[C:31]1[CH:32]=[CH:33][C:34]([CH2:37][NH:38][C:39](=[O:45])[O:40][C:41]([CH3:44])([CH3:43])[CH3:42])=[N:35][CH:36]=1.C(=O)(O)[O-].[Na+], predict the reaction product. (3) The product is: [F:1][C:2]1[CH:11]=[CH:10][C:5]([C:6]([OH:8])=[O:7])=[CH:4][C:3]=1[N:12]([CH3:19])[C:13]1[CH:18]=[N:17][CH:16]=[N:15][CH:14]=1. Given the reactants [F:1][C:2]1[CH:11]=[CH:10][C:5]([C:6]([O:8]C)=[O:7])=[CH:4][C:3]=1[N:12]([CH3:19])[C:13]1[CH:14]=[N:15][CH:16]=[N:17][CH:18]=1.[Li+].[OH-], predict the reaction product. (4) Given the reactants [CH:1]([C:4]1[CH:9]=[CH:8][C:7]([NH:10][C:11]([CH:13]2[C:22]3[C:17](=[C:18]([N+:23]([O-:25])=[O:24])[CH:19]=[CH:20][CH:21]=3)[O:16][CH2:15][CH2:14]2)=[O:12])=[CH:6][CH:5]=1)([CH3:3])[CH3:2].C(OC([N:33]1[CH:37]=[C:36]([CH2:38]O)[CH:35]=[N:34]1)=O)(C)(C)C, predict the reaction product. The product is: [CH:1]([C:4]1[CH:5]=[CH:6][C:7]([N:10]([CH2:38][C:36]2[CH:37]=[N:33][NH:34][CH:35]=2)[C:11]([CH:13]2[C:22]3[C:17](=[C:18]([N+:23]([O-:25])=[O:24])[CH:19]=[CH:20][CH:21]=3)[O:16][CH2:15][CH2:14]2)=[O:12])=[CH:8][CH:9]=1)([CH3:3])[CH3:2]. (5) Given the reactants [F:1][C:2]([F:26])([F:25])[C@H:3]([N:12]1[CH2:16][CH2:15][C@H:14]([NH:17][C:18](=[O:24])[O:19][C:20]([CH3:23])([CH3:22])[CH3:21])[CH2:13]1)[C:4]1[CH:5]=[N:6][C:7]([NH:10][NH2:11])=[CH:8][CH:9]=1.[Si:27]([O:34][CH2:35][C@H:36]([O:38][C:39]1[CH:40]=[CH:41][CH:42]=[C:43]2[C:48]=1[N:47]=[C:46]([CH:49]=O)[CH:45]=[CH:44]2)[CH3:37])([C:30]([CH3:33])([CH3:32])[CH3:31])([CH3:29])[CH3:28].C(O)C.C(O)(=O)C.C(O)(=O)C.I(C1C=CC=CC=1)=O.C(=O)(O)[O-].[Na+], predict the reaction product. The product is: [Si:27]([O:34][CH2:35][C@H:36]([O:38][C:39]1[CH:40]=[CH:41][CH:42]=[C:43]2[C:48]=1[N:47]=[C:46]([C:49]1[N:6]3[CH:5]=[C:4]([C@@H:3]([N:12]4[CH2:16][CH2:15][C@H:14]([NH:17][C:18](=[O:24])[O:19][C:20]([CH3:22])([CH3:23])[CH3:21])[CH2:13]4)[C:2]([F:25])([F:1])[F:26])[CH:9]=[CH:8][C:7]3=[N:10][N:11]=1)[CH:45]=[CH:44]2)[CH3:37])([C:30]([CH3:32])([CH3:33])[CH3:31])([CH3:29])[CH3:28]. (6) Given the reactants [F:1][C:2]1[C:3]([C:9]2[N:13]([CH:14]3[CH2:19][CH2:18][O:17][CH2:16][CH2:15]3)[C:12]([CH3:20])=[N:11][CH:10]=2)=[N:4][C:5]([NH2:8])=[N:6][CH:7]=1.Br[C:22]1[CH:23]=[N:24][CH:25]=[N:26][CH:27]=1, predict the reaction product. The product is: [F:1][C:2]1[C:3]([C:9]2[N:13]([CH:14]3[CH2:19][CH2:18][O:17][CH2:16][CH2:15]3)[C:12]([CH3:20])=[N:11][CH:10]=2)=[N:4][C:5]([NH:8][C:22]2[CH:23]=[N:24][CH:25]=[N:26][CH:27]=2)=[N:6][CH:7]=1.